From a dataset of Full USPTO retrosynthesis dataset with 1.9M reactions from patents (1976-2016). Predict the reactants needed to synthesize the given product. (1) Given the product [Cl:42][C:40]1[N:39]=[CH:38][N:37]([C:32]2[N:31]=[CH:30][C:29]([NH:28][C:25]3[N:24]=[C:23]4[CH:15]([C:16]5[CH:17]=[CH:18][C:19]([F:22])=[CH:20][CH:21]=5)[CH2:14][CH2:13][CH2:12][CH2:11][N:27]4[N:26]=3)=[CH:34][C:33]=2[O:35][CH3:36])[CH:41]=1, predict the reactants needed to synthesize it. The reactants are: N1(O[CH2:11][CH2:12][CH2:13][CH2:14][CH:15]([C:23]2[NH:27][N:26]=[C:25]([NH:28][C:29]3[CH:30]=[N:31][C:32]([N:37]4[CH:41]=[C:40]([Cl:42])[N:39]=[CH:38]4)=[C:33]([O:35][CH3:36])[CH:34]=3)[N:24]=2)[C:16]2[CH:21]=[CH:20][C:19]([F:22])=[CH:18][CH:17]=2)C2C=CC=CC=2N=N1.CCN(C(C)C)C(C)C. (2) Given the product [N:28]1[C:27]2[CH:26]=[CH:25][CH:24]=[C:23]([N:19]3[CH2:20][CH2:21][N:22]([CH2:2][CH2:3][CH2:4][CH2:5][N:6]4[C:10](=[O:11])[CH:9]5[CH2:12][CH2:13][CH2:14][N:8]5[C:7]4=[O:15])[C@H:17]([CH3:16])[CH2:18]3)[C:31]=2[NH:30][CH:29]=1, predict the reactants needed to synthesize it. The reactants are: Br[CH2:2][CH2:3][CH2:4][CH2:5][N:6]1[C:10](=[O:11])[CH:9]2[CH2:12][CH2:13][CH2:14][N:8]2[C:7]1=[O:15].[CH3:16][C@H:17]1[NH:22][CH2:21][CH2:20][N:19]([C:23]2[C:31]3[NH:30][CH:29]=[N:28][C:27]=3[CH:26]=[CH:25][CH:24]=2)[CH2:18]1. (3) Given the product [N+:11]([C:1]1[CH:6]=[CH:5][CH:4]=[CH:3][CH:2]=1)([O-:13])=[O:12], predict the reactants needed to synthesize it. The reactants are: [CH:1]1[CH:6]=[CH:5][CH:4]=[CH:3][CH:2]=1.ClCCCl.[N+:11]([O-])([OH:13])=[O:12]. (4) Given the product [CH3:14][C:13]1[C:8]([C:18]2[CH:26]=[CH:25][C:21]([C:22]([OH:24])=[O:23])=[CH:20][CH:19]=2)=[N:9][CH:10]=[N:11][CH:12]=1, predict the reactants needed to synthesize it. The reactants are: C([O-])([O-])=O.[Na+].[Na+].Cl[C:8]1[C:13]([CH3:14])=[CH:12][N:11]=[CH:10][N:9]=1.B([C:18]1[CH:26]=[CH:25][C:21]([C:22]([OH:24])=[O:23])=[CH:20][CH:19]=1)(O)O. (5) The reactants are: [CH:1]([N:4]1[CH:9]([CH3:10])[CH2:8][N:7]([C:11]2[CH:18]=[CH:17][C:14]([CH:15]=O)=[CH:13][CH:12]=2)[CH2:6][CH:5]1[CH3:19])([CH3:3])[CH3:2].OS([O-])=O.[Na+].CC1C=CC(S(O)(=O)=O)=CC=1.[NH2:36][C:37]1[CH:45]=[C:44]([O:46][CH3:47])[CH:43]=[C:42]([O:48][CH3:49])[C:38]=1[C:39]([NH2:41])=[O:40]. Given the product [CH:1]([N:4]1[C@@H:9]([CH3:10])[CH2:8][N:7]([C:11]2[CH:18]=[CH:17][C:14]([C:15]3[NH:41][C:39](=[O:40])[C:38]4[C:37](=[CH:45][C:44]([O:46][CH3:47])=[CH:43][C:42]=4[O:48][CH3:49])[N:36]=3)=[CH:13][CH:12]=2)[CH2:6][C@H:5]1[CH3:19])([CH3:3])[CH3:2], predict the reactants needed to synthesize it. (6) Given the product [CH3:23][N:21]1[CH:22]=[C:18]([C:15]2[CH:16]=[CH:17][C:12]([C:5]3[CH:6]=[N:7][CH:8]=[C:9]4[C:4]=3[N:3]=[C:2]([C:29]3[N:25]([CH3:24])[N:26]=[CH:27][CH:28]=3)[CH:11]=[CH:10]4)=[CH:13][CH:14]=2)[CH:19]=[N:20]1, predict the reactants needed to synthesize it. The reactants are: Cl[C:2]1[CH:11]=[CH:10][C:9]2[C:4](=[C:5]([C:12]3[CH:17]=[CH:16][C:15]([C:18]4[CH:19]=[N:20][N:21]([CH3:23])[CH:22]=4)=[CH:14][CH:13]=3)[CH:6]=[N:7][CH:8]=2)[N:3]=1.[CH3:24][N:25]1[CH:29]=[CH:28][C:27](B2OC(C)(C)C(C)(C)O2)=[N:26]1.C(Cl)Cl.C(=O)([O-])[O-].[Na+].[Na+].O. (7) Given the product [F:1][C:2]1[C:3]([CH3:12])=[C:4]([CH:8]=[CH:9][C:10]=1[F:11])[CH2:5][OH:6], predict the reactants needed to synthesize it. The reactants are: [F:1][C:2]1[C:3]([CH3:12])=[C:4]([CH:8]=[CH:9][C:10]=1[F:11])[C:5](Cl)=[O:6].[BH4-].[Na+].